Dataset: Cav3 T-type calcium channel HTS with 100,875 compounds. Task: Binary Classification. Given a drug SMILES string, predict its activity (active/inactive) in a high-throughput screening assay against a specified biological target. The drug is Clc1c(cccc1)C(OCC(=O)Nc1sccn1)=O. The result is 0 (inactive).